Dataset: Full USPTO retrosynthesis dataset with 1.9M reactions from patents (1976-2016). Task: Predict the reactants needed to synthesize the given product. (1) Given the product [CH2:6]([O:13][C:14]1[CH:19]=[CH:18][C:17]([CH:23]=[O:24])=[CH:16][N:15]=1)[C:7]1[CH:12]=[CH:11][CH:10]=[CH:9][CH:8]=1, predict the reactants needed to synthesize it. The reactants are: C([Li])CCC.[CH2:6]([O:13][C:14]1[CH:19]=[CH:18][C:17](Br)=[CH:16][N:15]=1)[C:7]1[CH:12]=[CH:11][CH:10]=[CH:9][CH:8]=1.CN(C)[CH:23]=[O:24]. (2) Given the product [C:1]([O:5][C:6](=[O:7])[N:8]([C:9]1[C:10]([C:15](=[O:17])[NH:24][C:25]2[S:26][CH:27]=[C:28]([CH3:30])[N:29]=2)=[N:11][CH:12]=[CH:13][N:14]=1)[C:18]1[CH:19]=[N:20][CH:21]=[CH:22][CH:23]=1)([CH3:3])([CH3:4])[CH3:2], predict the reactants needed to synthesize it. The reactants are: [C:1]([O:5][C:6]([N:8]([C:18]1[CH:19]=[N:20][CH:21]=[CH:22][CH:23]=1)[C:9]1[C:10]([C:15]([OH:17])=O)=[N:11][CH:12]=[CH:13][N:14]=1)=[O:7])([CH3:4])([CH3:3])[CH3:2].[NH2:24][C:25]1[S:26][CH:27]=[C:28]([CH3:30])[N:29]=1.C(N(CC)C(C)C)(C)C.CN(C(ON1N=NC2C=CC=CC1=2)=[N+](C)C)C.[B-](F)(F)(F)F. (3) Given the product [NH2:1][C:2]1[N:3]=[C:4]([S:23][CH:25]([C:27]2[CH:28]=[C:29]([C:33]([O:35][CH3:36])=[O:34])[CH:30]=[CH:31][CH:32]=2)[CH3:26])[C:5]([C:21]#[N:22])=[C:6]([C:10]2[CH:11]=[CH:12][C:13]([O:16][CH2:17][CH2:18][O:19][CH3:20])=[CH:14][CH:15]=2)[C:7]=1[C:8]#[N:9], predict the reactants needed to synthesize it. The reactants are: [NH2:1][C:2]1[C:7]([C:8]#[N:9])=[C:6]([C:10]2[CH:15]=[CH:14][C:13]([O:16][CH2:17][CH2:18][O:19][CH3:20])=[CH:12][CH:11]=2)[C:5]([C:21]#[N:22])=[C:4]([SH:23])[N:3]=1.Br[CH:25]([C:27]1[CH:28]=[C:29]([C:33]([O:35][CH3:36])=[O:34])[CH:30]=[CH:31][CH:32]=1)[CH3:26].C(=O)(O)[O-].[Na+].O.